This data is from Full USPTO retrosynthesis dataset with 1.9M reactions from patents (1976-2016). The task is: Predict the reactants needed to synthesize the given product. (1) Given the product [Cl:34][C:20]1[C:19]([C:3]([C:5]2[C:13]3[C:8](=[N:9][CH:10]=[CH:11][CH:12]=3)[NH:7][CH:6]=2)([OH:4])[C:2]([F:1])([F:14])[F:15])=[CH:24][N:23]=[C:22]2[N:25]([C:28]3[CH:33]=[CH:32][CH:31]=[CH:30][CH:29]=3)[N:26]=[CH:27][C:21]=12, predict the reactants needed to synthesize it. The reactants are: [F:1][C:2]([F:15])([F:14])[C:3]([C:5]1[C:13]2[C:8](=[N:9][CH:10]=[CH:11][CH:12]=2)[NH:7][CH:6]=1)=[O:4].[H-].[Na+].Br[C:19]1[C:20]([Cl:34])=[C:21]2[CH:27]=[N:26][N:25]([C:28]3[CH:33]=[CH:32][CH:31]=[CH:30][CH:29]=3)[C:22]2=[N:23][CH:24]=1.[Li]CCCC.[Na]. (2) Given the product [C:15]1([S:21]([N:9]2[C:10]3[C:6](=[CH:5][C:4]([N+:1]([O-:3])=[O:2])=[CH:12][CH:11]=3)[CH:7]=[CH:8]2)(=[O:23])=[O:22])[CH:20]=[CH:19][CH:18]=[CH:17][CH:16]=1, predict the reactants needed to synthesize it. The reactants are: [N+:1]([C:4]1[CH:5]=[C:6]2[C:10](=[CH:11][CH:12]=1)[NH:9][CH:8]=[CH:7]2)([O-:3])=[O:2].[H-].[Na+].[C:15]1([S:21](Cl)(=[O:23])=[O:22])[CH:20]=[CH:19][CH:18]=[CH:17][CH:16]=1.